From a dataset of Forward reaction prediction with 1.9M reactions from USPTO patents (1976-2016). Predict the product of the given reaction. (1) Given the reactants [Mg].Br[C:3]1[C:8]([CH3:9])=[CH:7][CH:6]=[CH:5][C:4]=1[CH3:10].[CH2:11]([Si:14](OC)([O:17][CH3:18])[O:15][CH3:16])[CH2:12][CH3:13], predict the reaction product. The product is: [CH3:10][C:4]1[CH:5]=[CH:6][CH:7]=[C:8]([CH3:9])[C:3]=1[Si:14]([CH2:11][CH2:12][CH3:13])([O:17][CH3:18])[O:15][CH3:16]. (2) Given the reactants [CH3:1][S:2]([NH:5][C:6](=[O:12])[O:7][C:8]([CH3:11])([CH3:10])[CH3:9])(=[O:4])=[O:3].[Li+].CC([N-]C(C)C)C.[C:21]1([P:27](Cl)([C:29]2[CH:34]=[CH:33][CH:32]=[CH:31][CH:30]=2)=[O:28])[CH:26]=[CH:25][CH:24]=[CH:23][CH:22]=1.Cl, predict the reaction product. The product is: [C:8]([O:7][C:6](=[O:12])[NH:5][S:2]([CH2:1][P:27]([C:29]1[CH:30]=[CH:31][CH:32]=[CH:33][CH:34]=1)([C:21]1[CH:26]=[CH:25][CH:24]=[CH:23][CH:22]=1)=[O:28])(=[O:4])=[O:3])([CH3:9])([CH3:11])[CH3:10]. (3) The product is: [CH:15]1[CH:14]=[CH:13][C:12]([NH:18][C:19]2[CH:25]=[CH:24][C:22]([NH:23][C:2]3[N:7]=[C:6]([NH:8][CH2:9][CH2:10][OH:30])[CH:5]=[CH:4][N:3]=3)=[CH:21][CH:20]=2)=[CH:17][CH:16]=1. Given the reactants Cl[C:2]1[N:7]=[C:6]([NH:8][CH:9](O)[CH3:10])[CH:5]=[CH:4][N:3]=1.[C:12]1([NH:18][C:19]2[CH:25]=[CH:24][C:22]([NH2:23])=[CH:21][CH:20]=2)[CH:17]=[CH:16][CH:15]=[CH:14][CH:13]=1.C([OH:30])CCC, predict the reaction product. (4) Given the reactants [O:1]1[CH2:5][CH2:4][O:3][CH:2]1[C:6]1[CH:11]=[CH:10][C:9]([C:12]2[C:21]([C:22]3[CH:27]=[CH:26][CH:25]=[CH:24][CH:23]=3)=[CH:20][C:19]3[C:14](=[CH:15][CH:16]=[N:17][C:18]=3[O:28][CH3:29])[N:13]=2)=[CH:8][CH:7]=1.C1C=C(Cl)C=C(C(OO)=[O:38])C=1, predict the reaction product. The product is: [O:3]1[CH2:4][CH2:5][O:1][CH:2]1[C:6]1[CH:11]=[CH:10][C:9]([C:12]2[C:21]([C:22]3[CH:27]=[CH:26][CH:25]=[CH:24][CH:23]=3)=[CH:20][C:19]3[C:14](=[CH:15][CH:16]=[N:17][C:18]=3[O:28][CH3:29])[N+:13]=2[O-:38])=[CH:8][CH:7]=1. (5) Given the reactants Cl[C:2]1[CH:7]=[C:6]([C:8]2[CH:13]=[CH:12][C:11]([F:14])=[CH:10][CH:9]=2)[N:5]=[CH:4][N:3]=1.[CH3:15][CH:16]([OH:20])[C:17]#[C:18][CH3:19].[H-].[Na+].O, predict the reaction product. The product is: [F:14][C:11]1[CH:12]=[CH:13][C:8]([C:6]2[CH:7]=[C:2]([O:20][CH:16]([CH3:15])[C:17]#[C:18][CH3:19])[N:3]=[CH:4][N:5]=2)=[CH:9][CH:10]=1.